From a dataset of Forward reaction prediction with 1.9M reactions from USPTO patents (1976-2016). Predict the product of the given reaction. (1) Given the reactants C(N(CC)CC)C.Cl.Cl.[C:10]1([NH:20][CH2:21][CH2:22][NH2:23])[C:19]2[C:14](=[CH:15][CH:16]=[CH:17][CH:18]=2)[CH:13]=[CH:12][CH:11]=1.[CH2:24]([O:31][C:32](Cl)=[O:33])[C:25]1[CH:30]=[CH:29][CH:28]=[CH:27][CH:26]=1, predict the reaction product. The product is: [C:10]1([NH:20][CH2:21][CH2:22][NH:23][C:32](=[O:33])[O:31][CH2:24][C:25]2[CH:30]=[CH:29][CH:28]=[CH:27][CH:26]=2)[C:19]2[C:14](=[CH:15][CH:16]=[CH:17][CH:18]=2)[CH:13]=[CH:12][CH:11]=1. (2) Given the reactants [Br:1][C:2]1[C:15]2[C:16]3=[C:17]4[C:12](=[CH:13][CH:14]=2)[CH:11]=[CH:10][CH:9]=[C:8]4[CH:7]=[CH:6][C:5]3=[CH:4][CH:3]=1.[C:18](Br)([CH3:21])([CH3:20])[CH3:19].[Br-].[Al+3].[Br-].[Br-].C(O)C.C(N(CC)CC)C, predict the reaction product. The product is: [Br:1][C:2]1[C:15]2[C:16]3=[C:17]4[C:12](=[CH:13][CH:14]=2)[CH:11]=[C:10]([C:18]([CH3:21])([CH3:20])[CH3:19])[CH:9]=[C:8]4[CH:7]=[CH:6][C:5]3=[CH:4][CH:3]=1. (3) Given the reactants [Cl:1][C:2]1[CH:7]=[CH:6][C:5]([NH:8][C:9](=[O:25])/[CH:10]=[CH:11]/[C:12]2[CH:17]=[CH:16][C:15]([CH2:18][C:19]3[CH:24]=[CH:23][N:22]=[CH:21][CH:20]=3)=[CH:14][CH:13]=2)=[CH:4][C:3]=1[C:26]([F:29])([F:28])[F:27], predict the reaction product. The product is: [Cl:1][C:2]1[CH:7]=[CH:6][C:5]([NH:8][C:9](=[O:25])[CH2:10][CH2:11][C:12]2[CH:13]=[CH:14][C:15]([CH2:18][C:19]3[CH:20]=[CH:21][N:22]=[CH:23][CH:24]=3)=[CH:16][CH:17]=2)=[CH:4][C:3]=1[C:26]([F:29])([F:27])[F:28]. (4) Given the reactants [CH:1]1([CH2:6][C@H:7]([C:11]2[CH:16]=[CH:15][C:14]([S:17]([CH3:20])(=[O:19])=[O:18])=[CH:13][CH:12]=2)[C:8]([OH:10])=O)[CH2:5][CH2:4][CH2:3][CH2:2]1.C(Cl)(=O)C(Cl)=O.[CH3:27][S:28][C:29]1[N:30]=[CH:31][C:32]([NH2:35])=[N:33][CH:34]=1.N1C=CC=CC=1, predict the reaction product. The product is: [CH:1]1([CH2:6][C@H:7]([C:11]2[CH:16]=[CH:15][C:14]([S:17]([CH3:20])(=[O:19])=[O:18])=[CH:13][CH:12]=2)[C:8]([NH:35][C:32]2[CH:31]=[N:30][C:29]([S:28][CH3:27])=[CH:34][N:33]=2)=[O:10])[CH2:2][CH2:3][CH2:4][CH2:5]1.